This data is from HIV replication inhibition screening data with 41,000+ compounds from the AIDS Antiviral Screen. The task is: Binary Classification. Given a drug SMILES string, predict its activity (active/inactive) in a high-throughput screening assay against a specified biological target. (1) The molecule is COC1=CC(=O)OC2(C)OCC(C)C(O)=C12. The result is 0 (inactive). (2) The drug is O=C(NCCCCNCCCNC(=O)C(F)(F)F)C(F)(F)F.O=C(O)C(F)(F)F. The result is 0 (inactive). (3) The drug is CCCCCCC.CN1C(=O)CN=C(c2ccc[nH]2)c2cc(Cl)ccc21. The result is 1 (active).